From a dataset of Reaction yield outcomes from USPTO patents with 853,638 reactions. Predict the reaction yield, written as a fraction of the theoretical maximum amount of product (1.0 means a 100% yield; for example, 0.34 means a 34% yield). (1) The reactants are [CH3:1][C:2]1[CH:7]=[CH:6][N:5]=[CH:4][C:3]=1[N:8]1[CH2:12][CH2:11][NH:10][C:9]1=[O:13].[Cl:14][C:15]1[CH:22]=[C:21](I)[CH:20]=[CH:19][C:16]=1[C:17]#[N:18].N[C@@H]1CCCC[C@H]1N.P([O-])([O-])([O-])=O.[K+].[K+].[K+]. The catalyst is [Cu](I)I.O1CCOCC1. The product is [Cl:14][C:15]1[CH:22]=[C:21]([N:10]2[CH2:11][CH2:12][N:8]([C:3]3[CH:4]=[N:5][CH:6]=[CH:7][C:2]=3[CH3:1])[C:9]2=[O:13])[CH:20]=[CH:19][C:16]=1[C:17]#[N:18]. The yield is 0.320. (2) The reactants are [Cr](Cl)([O-])(=O)=O.[NH+]1C=CC=CC=1.[Cl:12][C:13]1[CH:14]=[C:15]([C:20]#[C:21][CH2:22][OH:23])[CH:16]=[CH:17][C:18]=1[Cl:19].CCCCCCC.C(OCC)(=O)C.C(O)C#C. The catalyst is ClCCl. The product is [Cl:12][C:13]1[CH:14]=[C:15]([C:20]#[C:21][CH:22]=[O:23])[CH:16]=[CH:17][C:18]=1[Cl:19]. The yield is 0.490. (3) The reactants are Cl.C([N:9]1[CH2:13][C@@H:12]([S:14][C:15]([CH3:18])([CH3:17])[CH3:16])[C@H:11]([NH:19][S:20]([C:23]2[CH:28]=[CH:27][C:26]([C:29]3[CH:34]=[CH:33][CH:32]=[CH:31][CH:30]=3)=[CH:25][CH:24]=2)(=[O:22])=[O:21])[CH2:10]1)(OC(C)(C)C)=O.C(N(CC)CC)C.C1C=CC2N(O)N=NC=2C=1.O.[C:53]([O:57][C:58]([NH:60][CH2:61][CH2:62][CH2:63][CH2:64][CH2:65][C:66](O)=[O:67])=[O:59])([CH3:56])([CH3:55])[CH3:54].C1CCC(N=C=NC2CCCCC2)CC1. The catalyst is C(OCC)(=O)C. The product is [C:53]([O:57][C:58]([NH:60][CH2:61][CH2:62][CH2:63][CH2:64][CH2:65][C:66]([N:9]1[CH2:13][C@@H:12]([S:14][C:15]([CH3:17])([CH3:18])[CH3:16])[C@H:11]([NH:19][S:20]([C:23]2[CH:24]=[CH:25][C:26]([C:29]3[CH:34]=[CH:33][CH:32]=[CH:31][CH:30]=3)=[CH:27][CH:28]=2)(=[O:22])=[O:21])[CH2:10]1)=[O:67])=[O:59])([CH3:56])([CH3:55])[CH3:54]. The yield is 0.810. (4) The reactants are Br[C:2]1[CH:7]=[CH:6][C:5]([N+:8]([O-:10])=[O:9])=[CH:4][C:3]=1[N:11]([CH2:15][C:16]([CH3:18])=[CH2:17])[C:12](=[O:14])[CH3:13].C([O-])=O.[Na+].C([O-])(=O)C.[Na+]. The catalyst is O.[Cl-].C([N+](CC)(CC)CC)C.CN(C=O)C.C([O-])(=O)C.[Pd+2].C([O-])(=O)C. The product is [CH3:17][C:16]1([CH3:18])[C:2]2[C:3](=[CH:4][C:5]([N+:8]([O-:10])=[O:9])=[CH:6][CH:7]=2)[N:11]([C:12](=[O:14])[CH3:13])[CH2:15]1. The yield is 0.880.